From a dataset of Forward reaction prediction with 1.9M reactions from USPTO patents (1976-2016). Predict the product of the given reaction. Given the reactants [O:1]=[C:2]([C:9]1[O:10][C:11]([C:14]2[CH:19]=[CH:18][CH:17]=[CH:16][N:15]=2)=[CH:12][N:13]=1)[CH2:3][CH2:4][CH2:5][CH2:6][C:7]#[CH:8].I[C:21]1[CH:26]=[CH:25][CH:24]=[CH:23][N:22]=1, predict the reaction product. The product is: [O:1]=[C:2]([C:9]1[O:10][C:11]([C:14]2[CH:19]=[CH:18][CH:17]=[CH:16][N:15]=2)=[CH:12][N:13]=1)[CH2:3][CH2:4][CH2:5][CH2:6][C:7]#[C:8][C:21]1[CH:26]=[CH:25][CH:24]=[CH:23][N:22]=1.